Dataset: Full USPTO retrosynthesis dataset with 1.9M reactions from patents (1976-2016). Task: Predict the reactants needed to synthesize the given product. (1) Given the product [Cl:1][C:2]1[CH:3]=[C:4]2[C:8](=[CH:9][CH:10]=1)[N:7]([C:11]1[CH:16]=[CH:15][C:14]([N+:17]([O-:19])=[O:18])=[CH:13][C:12]=1[Cl:20])[CH:6]=[C:5]2[C:21](=[O:23])[CH3:22], predict the reactants needed to synthesize it. The reactants are: [Cl:1][C:2]1[CH:3]=[C:4]2[C:8](=[CH:9][CH:10]=1)[N:7]([C:11]1[CH:16]=[CH:15][C:14]([N+:17]([O-:19])=[O:18])=[CH:13][C:12]=1[Cl:20])[CH:6]=[CH:5]2.[C:21](OC(=O)C)(=[O:23])[CH3:22].[O-]S(C(F)(F)F)(=O)=O.[Yb+3].[O-]S(C(F)(F)F)(=O)=O.[O-]S(C(F)(F)F)(=O)=O.[Cl-].[NH4+]. (2) Given the product [NH2:31][CH:30]([CH2:29][C:28]1[CH:35]=[CH:36][C:25]([C:2]2[CH:7]=[C:6]([O:8][CH:9]([C:14]3[CH:19]=[CH:18][C:17]([CH3:20])=[CH:16][CH:15]=3)[C:10]([F:13])([F:12])[F:11])[N:5]=[C:4]([NH2:21])[N:3]=2)=[CH:26][CH:27]=1)[C:32]([OH:34])=[O:33], predict the reactants needed to synthesize it. The reactants are: Cl[C:2]1[CH:7]=[C:6]([O:8][CH:9]([C:14]2[CH:19]=[CH:18][C:17]([CH3:20])=[CH:16][CH:15]=2)[C:10]([F:13])([F:12])[F:11])[N:5]=[C:4]([NH2:21])[N:3]=1.B([C:25]1[CH:36]=[CH:35][C:28]([CH2:29][C@@H:30]([C:32]([OH:34])=[O:33])[NH2:31])=[CH:27][CH:26]=1)(O)O.C(#N)C.C(=O)([O-])[O-].[Na+].[Na+]. (3) Given the product [CH:16]12[N:19]([C:8]3[CH:7]=[CH:6][C:3]([C:4]#[N:5])=[C:2]([Cl:1])[CH:9]=3)[CH:12]([CH2:18][CH2:17]1)[CH2:13][CH2:14][CH2:15]2, predict the reactants needed to synthesize it. The reactants are: [Cl:1][C:2]1[CH:9]=[C:8](F)[CH:7]=[CH:6][C:3]=1[C:4]#[N:5].Cl.[CH:12]12[NH:19][CH:16]([CH2:17][CH2:18]1)[CH2:15][CH2:14][CH2:13]2.C(N(CC)C(C)C)(C)C. (4) The reactants are: C[O:2][C:3](=[O:39])[CH2:4][CH2:5][NH:6][C:7](=[O:38])[C:8]1[CH:13]=[CH:12][C:11]([CH2:14][N:15]([C:26]2[CH:31]=[CH:30][C:29]([C:32]3[CH2:37][CH2:36][CH2:35][CH2:34][CH:33]=3)=[CH:28][CH:27]=2)[C:16]([NH:18][C:19]2[CH:24]=[CH:23][CH:22]=[C:21]([Br:25])[CH:20]=2)=[O:17])=[CH:10][CH:9]=1.[OH-].[Li+].Cl. Given the product [Br:25][C:21]1[CH:20]=[C:19]([NH:18][C:16](=[O:17])[N:15]([CH2:14][C:11]2[CH:10]=[CH:9][C:8]([C:7]([NH:6][CH2:5][CH2:4][C:3]([OH:39])=[O:2])=[O:38])=[CH:13][CH:12]=2)[C:26]2[CH:27]=[CH:28][C:29]([C:32]3[CH2:37][CH2:36][CH2:35][CH2:34][CH:33]=3)=[CH:30][CH:31]=2)[CH:24]=[CH:23][CH:22]=1, predict the reactants needed to synthesize it. (5) Given the product [CH:11]1([O:16][C:17]2[CH:24]=[CH:23][C:20]3[CH:28]([CH2:1][S:2]([CH3:5])(=[O:4])=[O:3])[O:29][B:25]([OH:26])[C:19]=3[CH:18]=2)[CH2:12][CH2:13][CH2:14][CH2:15]1, predict the reactants needed to synthesize it. The reactants are: [CH3:1][S:2]([CH3:5])(=[O:4])=[O:3].[Li]CCCC.[CH:11]1([O:16][C:17]2[CH:24]=[CH:23][C:20](C=O)=[C:19]([B:25]3[O:29][C:28](C)(C)C(C)(C)[O:26]3)[CH:18]=2)[CH2:15][CH2:14][CH2:13][CH2:12]1. (6) Given the product [Cl:14][C:15]1[N:24]=[CH:23][C:22]2[C:17](=[C:18]([OH:26])[CH:19]=[CH:20][C:21]=2[Cl:25])[N:16]=1, predict the reactants needed to synthesize it. The reactants are: ClC1N=CC2C(=C(O)C(Cl)=CC=2)N=1.[Cl:14][C:15]1[N:24]=[CH:23][C:22]2[C:21]([Cl:25])=[CH:20][CH2:19][C:18](Cl)([OH:26])[C:17]=2[N:16]=1. (7) Given the product [CH3:15][C:14]1[N:3]2[C:4]3[CH:13]=[CH:12][CH:11]=[CH:10][C:5]=3[C:6](=[O:9])[CH2:7][CH2:8][C:2]2=[N:18][N:17]=1, predict the reactants needed to synthesize it. The reactants are: S=[C:2]1[CH2:8][CH2:7][C:6](=[O:9])[C:5]2[CH:10]=[CH:11][CH:12]=[CH:13][C:4]=2[NH:3]1.[C:14]([NH:17][NH2:18])(=O)[CH3:15]. (8) Given the product [Cl:1][C:2]1[CH:7]=[CH:6][C:5]([CH2:8][C:9]2[C:14]3[CH:15]=[N:16][CH:17]=[CH:18][C:13]=3[C:12](=[O:19])[N:11]([CH2:20][C@H:21]3[CH2:25][CH2:24][CH2:23][N:22]3[CH2:27][CH2:28][N:29]3[C:30](=[O:39])[C:31]4[C:36](=[CH:35][CH:34]=[CH:33][CH:32]=4)[C:37]3=[O:38])[N:10]=2)=[CH:4][CH:3]=1, predict the reactants needed to synthesize it. The reactants are: [Cl:1][C:2]1[CH:7]=[CH:6][C:5]([CH2:8][C:9]2[C:14]3[CH:15]=[N:16][CH:17]=[CH:18][C:13]=3[C:12](=[O:19])[N:11]([CH2:20][C@H:21]3[CH2:25][CH2:24][CH2:23][NH:22]3)[N:10]=2)=[CH:4][CH:3]=1.Br[CH2:27][CH2:28][N:29]1[C:37](=[O:38])[C:36]2[C:31](=[CH:32][CH:33]=[CH:34][CH:35]=2)[C:30]1=[O:39].C(=O)([O-])[O-].[K+].[K+].